From a dataset of Full USPTO retrosynthesis dataset with 1.9M reactions from patents (1976-2016). Predict the reactants needed to synthesize the given product. (1) Given the product [C:9]([O:8][C:6](=[O:7])[CH2:5][CH:4]([C:20]#[N:21])[CH:13]([CH:17]([CH3:18])[CH3:19])[CH2:14][CH2:15][CH3:16])([CH3:10])([CH3:12])[CH3:11], predict the reactants needed to synthesize it. The reactants are: COC(=O)[C:4]([C:20]#[N:21])([CH:13]([CH:17]([CH3:19])[CH3:18])[CH2:14][CH2:15][CH3:16])[CH2:5][C:6]([O:8][C:9]([CH3:12])([CH3:11])[CH3:10])=[O:7].[Na+].[Cl-].O. (2) Given the product [O:21]=[C:17]1[CH2:18][CH2:19][CH2:20][N:16]1/[C:2](=[CH:7]\[CH3:8])/[C:3]([O:5][CH3:6])=[O:4], predict the reactants needed to synthesize it. The reactants are: O=[C:2]([CH2:7][CH3:8])[C:3]([O:5][CH3:6])=[O:4].C1(C)C=CC=CC=1.[NH:16]1[CH2:20][CH2:19][CH2:18][C:17]1=[O:21].O=P(Cl)(Cl)Cl. (3) Given the product [F:1][C:2]1[CH:3]=[C:4]([CH:44]=[CH:45][CH:46]=1)[CH2:5][N:6]1[CH:10]=[C:9]([C:11]2[C:19]3[C:14](=[N:15][CH:16]=[C:17]([C:20]4[CH:25]=[CH:24][C:23]([N:26]5[CH2:31][CH2:30][N:29]([CH2:47][C@@H:48]([OH:49])[CH3:50])[CH2:28][CH2:27]5)=[N:22][C:21]=4[O:32][CH3:33])[CH:18]=3)[N:13]([S:34]([C:37]3[CH:43]=[CH:42][C:40]([CH3:41])=[CH:39][CH:38]=3)(=[O:36])=[O:35])[CH:12]=2)[CH:8]=[N:7]1, predict the reactants needed to synthesize it. The reactants are: [F:1][C:2]1[CH:3]=[C:4]([CH:44]=[CH:45][CH:46]=1)[CH2:5][N:6]1[CH:10]=[C:9]([C:11]2[C:19]3[C:14](=[N:15][CH:16]=[C:17]([C:20]4[C:21]([O:32][CH3:33])=[N:22][C:23]([N:26]5[CH2:31][CH2:30][NH:29][CH2:28][CH2:27]5)=[CH:24][CH:25]=4)[CH:18]=3)[N:13]([S:34]([C:37]3[CH:43]=[CH:42][C:40]([CH3:41])=[CH:39][CH:38]=3)(=[O:36])=[O:35])[CH:12]=2)[CH:8]=[N:7]1.[CH3:47][C@H:48]1[CH2:50][O:49]1.CCN(C(C)C)C(C)C. (4) Given the product [Si:1]([NH:8][C:9]1[N:10]=[C:11]([Cl:18])[C:12]2[CH:17]=[CH:16][N:15]([CH3:21])[C:13]=2[N:14]=1)([C:4]([CH3:7])([CH3:5])[CH3:6])([CH3:3])[CH3:2], predict the reactants needed to synthesize it. The reactants are: [Si:1]([NH:8][C:9]1[N:10]=[C:11]([Cl:18])[C:12]2[CH:17]=[CH:16][NH:15][C:13]=2[N:14]=1)([C:4]([CH3:7])([CH3:6])[CH3:5])([CH3:3])[CH3:2].CI.[C:21]([O-])([O-])=O.[K+].[K+].O. (5) Given the product [C:9]1([S:15]([N:18]2[C:22]3=[N:23][CH:24]=[C:25]([N+:28]([O-:30])=[O:29])[C:26]([NH:2][CH:3]4[CH2:7][CH2:6][CH:5]([OH:8])[CH2:4]4)=[C:21]3[CH:20]=[CH:19]2)(=[O:16])=[O:17])[CH:10]=[CH:11][CH:12]=[CH:13][CH:14]=1, predict the reactants needed to synthesize it. The reactants are: Cl.[NH2:2][CH:3]1[CH2:7][CH2:6][CH:5]([OH:8])[CH2:4]1.[C:9]1([S:15]([N:18]2[C:22]3=[N:23][CH:24]=[C:25]([N+:28]([O-:30])=[O:29])[C:26](Cl)=[C:21]3[CH:20]=[CH:19]2)(=[O:17])=[O:16])[CH:14]=[CH:13][CH:12]=[CH:11][CH:10]=1.C(N(C(C)C)CC)(C)C. (6) The reactants are: [Cl:1][C:2]1[CH:7]=[CH:6][C:5]([C:8]2([CH3:35])[CH:12]([C:13]3[CH:18]=[CH:17][C:16]([Cl:19])=[CH:15][CH:14]=3)[N:11]([C:20](Cl)=[O:21])[C:10]([C:23]3[CH:28]=[CH:27][C:26]([O:29][CH3:30])=[CH:25][C:24]=3[O:31][CH:32]([CH3:34])[CH3:33])=[N:9]2)=[CH:4][CH:3]=1.[CH3:36][N:37]([CH3:46])[C:38]([N:40]1[CH2:45][CH2:44][NH:43][CH2:42][CH2:41]1)=[O:39]. Given the product [CH3:36][N:37]([CH3:46])[C:38]([N:40]1[CH2:41][CH2:42][N:43]([C:20]([N:11]2[C@H:12]([C:13]3[CH:14]=[CH:15][C:16]([Cl:19])=[CH:17][CH:18]=3)[C@@:8]([C:5]3[CH:6]=[CH:7][C:2]([Cl:1])=[CH:3][CH:4]=3)([CH3:35])[N:9]=[C:10]2[C:23]2[CH:28]=[CH:27][C:26]([O:29][CH3:30])=[CH:25][C:24]=2[O:31][CH:32]([CH3:33])[CH3:34])=[O:21])[CH2:44][CH2:45]1)=[O:39], predict the reactants needed to synthesize it.